This data is from Catalyst prediction with 721,799 reactions and 888 catalyst types from USPTO. The task is: Predict which catalyst facilitates the given reaction. (1) Reactant: [C:1]([NH:4][C:5]1[S:6][C:7]([C:11]2[CH:12]=[C:13]([S:17](Cl)(=[O:19])=[O:18])[S:14][C:15]=2[Br:16])=[C:8]([CH3:10])[N:9]=1)(=[O:3])[CH3:2].C(N(CC)CC)C.[OH:28][CH:29]1[CH2:34][CH2:33][NH:32][CH2:31][CH2:30]1. Product: [Br:16][C:15]1[S:14][C:13]([S:17]([N:32]2[CH2:33][CH2:34][CH:29]([OH:28])[CH2:30][CH2:31]2)(=[O:19])=[O:18])=[CH:12][C:11]=1[C:7]1[S:6][C:5]([NH:4][C:1](=[O:3])[CH3:2])=[N:9][C:8]=1[CH3:10]. The catalyst class is: 2. (2) Reactant: [H-].[Na+].[CH3:3][S:4]([NH2:7])(=[O:6])=[O:5].[F:8][C:9]1[CH:10]=[C:11]2[C:16](=[C:17]([C:19](O)=[O:20])[CH:18]=1)[NH:15][CH:14]([C:22]1[CH:27]=[CH:26][CH:25]=[C:24]([N:28]3[CH2:33][CH2:32][O:31][CH2:30][CH2:29]3)[CH:23]=1)[CH2:13][C:12]2([CH3:35])[CH3:34].C(N1C=CN=C1)(N1C=CN=C1)=O. Product: [F:8][C:9]1[CH:10]=[C:11]2[C:16](=[C:17]([C:19]([NH:7][S:4]([CH3:3])(=[O:6])=[O:5])=[O:20])[CH:18]=1)[NH:15][CH:14]([C:22]1[CH:27]=[CH:26][CH:25]=[C:24]([N:28]3[CH2:33][CH2:32][O:31][CH2:30][CH2:29]3)[CH:23]=1)[CH2:13][C:12]2([CH3:35])[CH3:34]. The catalyst class is: 35. (3) The catalyst class is: 6. Product: [N:11]1([S:8]([C:5]2[CH:6]=[CH:7][C:2]([NH2:17])=[N:3][CH:4]=2)(=[O:10])=[O:9])[CH2:16][CH2:15][CH2:14][CH2:13][CH2:12]1. Reactant: Cl[C:2]1[CH:7]=[CH:6][C:5]([S:8]([N:11]2[CH2:16][CH2:15][CH2:14][CH2:13][CH2:12]2)(=[O:10])=[O:9])=[CH:4][N:3]=1.[NH3:17].